Dataset: Peptide-MHC class II binding affinity with 134,281 pairs from IEDB. Task: Regression. Given a peptide amino acid sequence and an MHC pseudo amino acid sequence, predict their binding affinity value. This is MHC class II binding data. (1) The peptide sequence is EEPDDIDCWCYGVEN. The MHC is DRB3_0202 with pseudo-sequence DRB3_0202. The binding affinity (normalized) is 0. (2) The peptide sequence is AAGGWDSLAAELATT. The MHC is HLA-DQA10201-DQB10202 with pseudo-sequence HLA-DQA10201-DQB10202. The binding affinity (normalized) is 0.370. (3) The peptide sequence is HGVAKNPVVDGNPTV. The MHC is HLA-DQA10201-DQB10303 with pseudo-sequence HLA-DQA10201-DQB10303. The binding affinity (normalized) is 0. (4) The peptide sequence is YDFNKLTALAVSQLT. The MHC is DRB1_0901 with pseudo-sequence DRB1_0901. The binding affinity (normalized) is 0.856. (5) The peptide sequence is PVSQMRMATPLLMRPM. The MHC is H-2-IAd with pseudo-sequence H-2-IAd. The binding affinity (normalized) is 0.750. (6) The peptide sequence is YLEDARRLKAIYEKKK. The MHC is DRB1_0405 with pseudo-sequence DRB1_0405. The binding affinity (normalized) is 0.189. (7) The peptide sequence is AAATAGTTVYGAFAE. The MHC is HLA-DPA10103-DPB10401 with pseudo-sequence HLA-DPA10103-DPB10401. The binding affinity (normalized) is 0.114.